From a dataset of Full USPTO retrosynthesis dataset with 1.9M reactions from patents (1976-2016). Predict the reactants needed to synthesize the given product. The reactants are: S(O)(=O)(=O)C.[O:6]1[CH2:11][CH2:10][N:9]([CH2:12][CH2:13][O:14][C:15]2[CH:20]=[CH:19][C:18](C3C=CC(CC(NCC4C=CC=CC=4)=O)=NC=3)=[CH:17][CH:16]=2)[CH2:8][CH2:7]1.ClCCN1CCOCC1.[Br:47]C1C=CC(O)=CC=1. Given the product [Br:47][C:18]1[CH:19]=[CH:20][C:15]([O:14][CH2:13][CH2:12][N:9]2[CH2:10][CH2:11][O:6][CH2:7][CH2:8]2)=[CH:16][CH:17]=1, predict the reactants needed to synthesize it.